This data is from Reaction yield outcomes from USPTO patents with 853,638 reactions. The task is: Predict the reaction yield, written as a fraction of the theoretical maximum amount of product (1.0 means a 100% yield; for example, 0.34 means a 34% yield). The reactants are [N+]([C:4]1[CH:11]=[C:10]([N+:12]([O-:14])=[O:13])[CH:9]=[CH:8][C:5]=1[C:6]#[N:7])([O-])=O.C(=O)([O-])[O-].[K+].[K+].[C:21]([O:25][CH2:26][CH3:27])(=[O:24])[CH2:22][SH:23]. The catalyst is CN(C=O)C. The product is [NH2:7][C:6]1[C:5]2[CH:8]=[CH:9][C:10]([N+:12]([O-:14])=[O:13])=[CH:11][C:4]=2[S:23][C:22]=1[C:21]([O:25][CH2:26][CH3:27])=[O:24]. The yield is 0.320.